This data is from Reaction yield outcomes from USPTO patents with 853,638 reactions. The task is: Predict the reaction yield, written as a fraction of the theoretical maximum amount of product (1.0 means a 100% yield; for example, 0.34 means a 34% yield). The reactants are [F:1][C:2]1[CH:3]=[CH:4][C:5]2[N:6]([CH:8]=[C:9]([CH3:11])[N:10]=2)[CH:7]=1.Cl[C:13]1[N:18]=[C:17]([NH:19][C:20]2[CH:25]=[CH:24][C:23]([C:26]([F:29])([F:28])[F:27])=[CH:22][CH:21]=2)[N:16]=[C:15]([N:30]([C:38]([O:40][C:41]([CH3:44])([CH3:43])[CH3:42])=[O:39])[C:31]([O:33][C:34]([CH3:37])([CH3:36])[CH3:35])=[O:32])[CH:14]=1.C1(P(C2C=CC=CC=2)C2C=CC=CC=2)C=CC=CC=1.C([O-])(=O)C.[Cs+]. The catalyst is C([O-])(=O)C.[Pd+2].C([O-])(=O)C.CC(N(C)C)=O. The product is [F:1][C:2]1[CH:3]=[CH:4][C:5]2[N:6]([C:8]([C:13]3[N:18]=[C:17]([NH:19][C:20]4[CH:21]=[CH:22][C:23]([C:26]([F:27])([F:28])[F:29])=[CH:24][CH:25]=4)[N:16]=[C:15]([N:30]([C:38]([O:40][C:41]([CH3:44])([CH3:43])[CH3:42])=[O:39])[C:31]([O:33][C:34]([CH3:37])([CH3:36])[CH3:35])=[O:32])[CH:14]=3)=[C:9]([CH3:11])[N:10]=2)[CH:7]=1. The yield is 0.830.